Task: Regression. Given a peptide amino acid sequence and an MHC pseudo amino acid sequence, predict their binding affinity value. This is MHC class II binding data.. Dataset: Peptide-MHC class II binding affinity with 134,281 pairs from IEDB The peptide sequence is SKLKAEATTDGLGWY. The MHC is HLA-DQA10501-DQB10201 with pseudo-sequence HLA-DQA10501-DQB10201. The binding affinity (normalized) is 0.298.